Dataset: Forward reaction prediction with 1.9M reactions from USPTO patents (1976-2016). Task: Predict the product of the given reaction. (1) Given the reactants Br.[F:2][C:3]1[CH:4]=[CH:5][C:6](=[NH:15])[N:7]([CH2:9][C:10](OCC)=O)[CH:8]=1.P(Cl)(Cl)([Cl:18])=O.[NH4+].[OH-], predict the reaction product. The product is: [Cl:18][C:10]1[N:15]=[C:6]2[CH:5]=[CH:4][C:3]([F:2])=[CH:8][N:7]2[CH:9]=1. (2) The product is: [F:21][C@H:2]1[C@@H:6]([CH3:7])[CH2:5][N:4]([C:8]([O:10][C:11]([CH3:14])([CH3:13])[CH3:12])=[O:9])[CH2:3]1. Given the reactants O[C@H:2]1[C@H:6]([CH3:7])[CH2:5][N:4]([C:8]([O:10][C:11]([CH3:14])([CH3:13])[CH3:12])=[O:9])[CH2:3]1.C(N(S(F)(F)[F:21])CC)C, predict the reaction product. (3) Given the reactants [CH2:1]([OH:8])[C:2]1[CH:7]=[CH:6][CH:5]=[CH:4][CH:3]=1.[H-].[Na+].[CH3:11][C:12]1[CH:13]=[C:14]([N:19]=[C:20]([O:32][C:33]2[CH:38]=[CH:37][CH:36]=[C:35]([CH3:39])[CH:34]=2)[CH:21]=[CH:22]S(C2C=CC=CC=2)(=O)=O)[CH:15]=[CH:16][C:17]=1[CH3:18].COC(C)(C)C, predict the reaction product. The product is: [CH2:1]([O:8][CH:22]=[CH:21][C:20](=[N:19][C:14]1[CH:15]=[CH:16][C:17]([CH3:18])=[C:12]([CH3:11])[CH:13]=1)[O:32][C:33]1[CH:38]=[CH:37][CH:36]=[C:35]([CH3:39])[CH:34]=1)[C:2]1[CH:7]=[CH:6][CH:5]=[CH:4][CH:3]=1.